Dataset: Reaction yield outcomes from USPTO patents with 853,638 reactions. Task: Predict the reaction yield, written as a fraction of the theoretical maximum amount of product (1.0 means a 100% yield; for example, 0.34 means a 34% yield). (1) The reactants are [N+:1]([C:4]1[CH:12]=[C:7]2[CH2:8][NH:9][CH2:10][CH2:11][N:6]2[N:5]=1)([O-:3])=[O:2].[C:13](Cl)(=[O:15])[CH3:14].C([O-])([O-])=O.[K+].[K+]. The catalyst is ClCCl. The product is [N+:1]([C:4]1[CH:12]=[C:7]2[CH2:8][N:9]([C:13](=[O:15])[CH3:14])[CH2:10][CH2:11][N:6]2[N:5]=1)([O-:3])=[O:2]. The yield is 0.600. (2) The reactants are [CH2:1]([O:8][C:9]1[CH:14]=[CH:13][C:12]([OH:15])=[C:11]([N+:16]([O-:18])=[O:17])[CH:10]=1)[C:2]1[CH:7]=[CH:6][CH:5]=[CH:4][CH:3]=1.C([O-])([O-])=O.[K+].[K+].[Na+].[I-].Br[CH2:28][CH2:29][CH2:30][C:31]([O:33][CH2:34][CH3:35])=[O:32]. The catalyst is CN(C=O)C.CCOC(C)=O. The product is [CH2:1]([O:8][C:9]1[CH:14]=[CH:13][C:12]([O:15][CH2:28][CH2:29][CH2:30][C:31]([O:33][CH2:34][CH3:35])=[O:32])=[C:11]([N+:16]([O-:18])=[O:17])[CH:10]=1)[C:2]1[CH:3]=[CH:4][CH:5]=[CH:6][CH:7]=1. The yield is 0.620.